Dataset: Full USPTO retrosynthesis dataset with 1.9M reactions from patents (1976-2016). Task: Predict the reactants needed to synthesize the given product. (1) The reactants are: [Cl:1][C:2]1[CH:7]=[CH:6][C:5]([CH2:8][CH:9]2[CH:13]=[CH:12][N-:11][C:10]2=[S:14])=[CH:4][N:3]=1.[H-].[Na+].[CH3:17]I. Given the product [Cl:1][C:2]1[CH:7]=[CH:6][C:5]([CH2:8][CH:9]2[CH2:13][CH2:12][N:11]=[C:10]2[S:14][CH3:17])=[CH:4][N:3]=1, predict the reactants needed to synthesize it. (2) Given the product [ClH:1].[CH2:2]([C:11]1[CH:12]=[CH:13][C:14]([C:15]([NH:17][C:18]2[CH:19]=[C:20]([NH:25][C:26]([NH:29][C:30](=[O:43])[C:31]3[CH:36]=[C:35]([O:37][CH3:38])[C:34]([O:39][CH3:40])=[C:33]([O:41][CH3:42])[CH:32]=3)=[NH:27])[CH:21]=[CH:22][C:23]=2[CH3:24])=[O:16])=[CH:44][CH:45]=1)[C:11]1[CH:45]=[CH:44][CH:14]=[CH:13][CH:12]=1, predict the reactants needed to synthesize it. The reactants are: [ClH:1].[CH2:2]([C:11]1[CH:45]=[CH:44][C:14]([C:15]([NH:17][C:18]2[CH:19]=[C:20]([NH:25]/[C:26](/[NH:29][C:30](=[O:43])[C:31]3[CH:36]=[C:35]([O:37][CH3:38])[C:34]([O:39][CH3:40])=[C:33]([O:41][CH3:42])[CH:32]=3)=[N:27]\[H])[CH:21]=[CH:22][C:23]=2[CH3:24])=[O:16])=[CH:13][CH:12]=1)C=CC1C=CC=CC=1.Cl.